From a dataset of Full USPTO retrosynthesis dataset with 1.9M reactions from patents (1976-2016). Predict the reactants needed to synthesize the given product. (1) Given the product [CH2:36]([O:35][C:32]1[CH:33]=[CH:34][C:29]([N:28]2[CH:38]=[N:1][C:2]3[C:3]2=[N:4][C:5]([NH:8][C:9]2[CH:10]=[N:11][N:12]([CH:14]4[CH2:19][CH2:18][CH:17]([NH:20][C:21](=[O:27])[O:22][C:23]([CH3:26])([CH3:25])[CH3:24])[CH2:16][CH2:15]4)[CH:13]=2)=[N:6][CH:7]=3)=[CH:30][CH:31]=1)[CH3:37], predict the reactants needed to synthesize it. The reactants are: [NH2:1][C:2]1[C:3]([NH:28][C:29]2[CH:34]=[CH:33][C:32]([O:35][CH2:36][CH3:37])=[CH:31][CH:30]=2)=[N:4][C:5]([NH:8][C:9]2[CH:10]=[N:11][N:12]([CH:14]3[CH2:19][CH2:18][CH:17]([NH:20][C:21](=[O:27])[O:22][C:23]([CH3:26])([CH3:25])[CH3:24])[CH2:16][CH2:15]3)[CH:13]=2)=[N:6][CH:7]=1.[CH:38](OCC)(OCC)OCC. (2) Given the product [CH3:1][O:2][C:3](=[O:25])[C:4]1[CH:9]=[C:8]([CH2:10][CH2:11][CH2:12][O:13][CH:14]2[CH2:19][CH2:18][CH2:17][CH2:16][O:15]2)[C:7]([C:20]([F:21])([F:23])[F:22])=[CH:6][C:5]=1[NH2:24], predict the reactants needed to synthesize it. The reactants are: [CH3:1][O:2][C:3](=[O:25])[C:4]1[CH:9]=[C:8]([C:10]#[C:11][CH2:12][O:13][CH:14]2[CH2:19][CH2:18][CH2:17][CH2:16][O:15]2)[C:7]([C:20]([F:23])([F:22])[F:21])=[CH:6][C:5]=1[NH2:24].